This data is from Full USPTO retrosynthesis dataset with 1.9M reactions from patents (1976-2016). The task is: Predict the reactants needed to synthesize the given product. (1) Given the product [Cl:1][C:2]1[C:10]([C:11]2[C:12]([CH3:18])=[N:13][N:14]([CH3:17])[C:15]=2[CH3:16])=[C:9]2[C:5]([C:6]([CH2:20][CH2:21][CH2:22][O:23][C:24]3[CH:25]=[C:26]([CH3:32])[C:27]([Cl:31])=[C:28]([CH3:30])[CH:29]=3)=[C:7]([CH3:19])[N:8]2[CH2:34][C:35]2[CH:45]=[CH:44][C:38]([C:39]([OH:41])=[O:40])=[CH:37][N:36]=2)=[CH:4][CH:3]=1, predict the reactants needed to synthesize it. The reactants are: [Cl:1][C:2]1[C:10]([C:11]2[C:12]([CH3:18])=[N:13][N:14]([CH3:17])[C:15]=2[CH3:16])=[C:9]2[C:5]([C:6]([CH2:20][CH2:21][CH2:22][O:23][C:24]3[CH:29]=[C:28]([CH3:30])[C:27]([Cl:31])=[C:26]([CH3:32])[CH:25]=3)=[C:7]([CH3:19])[NH:8]2)=[CH:4][CH:3]=1.Br[CH2:34][C:35]1[CH:45]=[CH:44][C:38]([C:39]([O:41]CC)=[O:40])=[CH:37][N:36]=1. (2) Given the product [Cl:1][C:2]1[C:3]([C:9]([Cl:15])=[O:11])=[N:4][CH:5]=[C:6]([Cl:8])[CH:7]=1, predict the reactants needed to synthesize it. The reactants are: [Cl:1][C:2]1[C:3]([C:9]([OH:11])=O)=[N:4][CH:5]=[C:6]([Cl:8])[CH:7]=1.C(Cl)(=O)C([Cl:15])=O.CN(C)C=O. (3) Given the product [N:21]1[N:20]([C:17]2[S:16][C:15]([N:3]3[CH2:4][C@:5]4([CH:10]5[CH2:11][CH2:12][N:7]([CH2:8][CH2:9]5)[CH2:6]4)[O:1][C:2]3=[O:13])=[CH:19][CH:18]=2)[CH:24]=[CH:23][CH:22]=1, predict the reactants needed to synthesize it. The reactants are: [O:1]1[C@@:5]2([CH:10]3[CH2:11][CH2:12][N:7]([CH2:8][CH2:9]3)[CH2:6]2)[CH2:4][NH:3][C:2]1=[O:13].Br[C:15]1[S:16][C:17]([N:20]2[CH:24]=[CH:23][CH:22]=[N:21]2)=[CH:18][CH:19]=1. (4) Given the product [CH3:17][C:16]([CH3:19])([CH3:18])[CH2:20][C:21]([N:9]1[CH2:8][CH2:7][C:6]2([C:4](=[O:5])[N:34]([C:31]3[CH:32]=[CH:33][C:28]([O:27][CH:26]([CH3:35])[C:25]([F:24])([F:36])[F:37])=[CH:29][CH:30]=3)[CH2:13][CH2:12]2)[CH2:11][CH2:10]1)=[O:22], predict the reactants needed to synthesize it. The reactants are: C(O[C:4]([C:6]1([CH2:12][CH2:13]OC)[CH2:11][CH2:10][NH:9][CH2:8][CH2:7]1)=[O:5])C.[C:16]([CH2:20][C:21](Cl)=[O:22])([CH3:19])([CH3:18])[CH3:17].[F:24][C:25]([F:37])([F:36])[CH:26]([CH3:35])[O:27][C:28]1[CH:33]=[CH:32][C:31]([NH2:34])=[CH:30][CH:29]=1. (5) Given the product [NH2:9][C:10]1[C:2]([I:1])=[CH:3][CH:4]=[CH:5][C:6]=1[C:7]([OH:12])=[O:13], predict the reactants needed to synthesize it. The reactants are: [I:1][C:2]1[CH:3]=[CH:4][CH:5]=[C:6]2[C:10]=1[NH:9]C(=O)[C:7]2=[O:12].[OH-:13].[Na+].OO.Cl. (6) Given the product [CH3:2][C:3]1([NH:6][S:8]([CH3:7])(=[O:10])=[O:9])[CH2:5][CH2:4]1, predict the reactants needed to synthesize it. The reactants are: Cl.[CH3:2][C:3]1([NH2:6])[CH2:5][CH2:4]1.[CH3:7][S:8](Cl)(=[O:10])=[O:9]. (7) Given the product [Cl:1][CH2:2][C:3]([O:10][CH2:9][CH2:8][CH2:7][Cl:6])=[O:4], predict the reactants needed to synthesize it. The reactants are: [Cl:1][CH2:2][C:3](Cl)=[O:4].[Cl:6][CH2:7][CH2:8][CH2:9][OH:10].N1C=CC=CC=1. (8) Given the product [Br:1][C:2]1[CH:10]=[CH:9][C:5]([C:6]([NH:28][CH:25]2[CH2:27][CH2:26]2)=[O:8])=[C:4]([F:11])[CH:3]=1, predict the reactants needed to synthesize it. The reactants are: [Br:1][C:2]1[CH:10]=[CH:9][C:5]([C:6]([OH:8])=O)=[C:4]([F:11])[CH:3]=1.C(Cl)(=O)C(Cl)=O.C(N(CC)CC)C.[CH:25]1([NH2:28])[CH2:27][CH2:26]1. (9) Given the product [ClH:1].[CH2:15]([O:22][C:2]1[CH:11]=[CH:10][C:9]2[C:8](=[O:12])[CH2:7][C:6]([CH3:14])([CH3:13])[CH2:5][C:4]=2[N:3]=1)[C:16]1[CH:21]=[CH:20][CH:19]=[CH:18][CH:17]=1, predict the reactants needed to synthesize it. The reactants are: [Cl:1][C:2]1[CH:11]=[CH:10][C:9]2[C:8](=[O:12])[CH2:7][C:6]([CH3:14])([CH3:13])[CH2:5][C:4]=2[N:3]=1.[CH2:15]([OH:22])[C:16]1[CH:21]=[CH:20][CH:19]=[CH:18][CH:17]=1.